This data is from Full USPTO retrosynthesis dataset with 1.9M reactions from patents (1976-2016). The task is: Predict the reactants needed to synthesize the given product. (1) Given the product [Cl:21][C:20]1[CH:15]=[CH:16][C:17]([C:23]([F:24])([F:25])[F:26])=[CH:18][CH:19]=1, predict the reactants needed to synthesize it. The reactants are: ClC1C=C(C(F)(F)F)C=C(Cl)C=1N.Cl[C:15]1[CH:16]=[C:17]([C:23]([F:26])([F:25])[F:24])[CH:18]=[C:19](Cl)[C:20]=1[Cl:21].[F-].[Li+].N. (2) Given the product [CH2:17]([CH:16]([C:15]1[C:10]2[N:11]([C:7]([C:4]3[S:5][CH:6]=[C:2]([C:26]4[S:25][CH:29]=[CH:28][N:27]=4)[C:3]=3[CH3:23])=[C:8]([CH3:22])[N:9]=2)[N:12]=[C:13]([CH3:21])[CH:14]=1)[CH2:19][CH3:20])[CH3:18], predict the reactants needed to synthesize it. The reactants are: Br[C:2]1[C:3]([CH3:23])=[C:4]([C:7]2[N:11]3[N:12]=[C:13]([CH3:21])[CH:14]=[C:15]([CH:16]([CH2:19][CH3:20])[CH2:17][CH3:18])[C:10]3=[N:9][C:8]=2[CH3:22])[S:5][CH:6]=1.[Br-].[S:25]1[CH:29]=[CH:28][N:27]=[C:26]1[Zn+]. (3) Given the product [C:11]([O:15][C:16]([N:18]1[CH2:24][CH2:23][CH2:22][CH:21]([N:25]([C:1](=[O:3])[CH3:2])[CH2:26][C:27]2[CH:32]=[C:31]([C:33]([F:36])([F:35])[F:34])[CH:30]=[C:29]([C:37]([F:40])([F:38])[F:39])[CH:28]=2)[C:20]2[CH:41]=[CH:42][C:43]([Cl:45])=[CH:44][C:19]1=2)=[O:17])([CH3:14])([CH3:12])[CH3:13], predict the reactants needed to synthesize it. The reactants are: [C:1](Cl)(=[O:3])[CH3:2].N1C=CC=CC=1.[C:11]([O:15][C:16]([N:18]1[CH2:24][CH2:23][CH2:22][CH:21]([NH:25][CH2:26][C:27]2[CH:32]=[C:31]([C:33]([F:36])([F:35])[F:34])[CH:30]=[C:29]([C:37]([F:40])([F:39])[F:38])[CH:28]=2)[C:20]2[CH:41]=[CH:42][C:43]([Cl:45])=[CH:44][C:19]1=2)=[O:17])([CH3:14])([CH3:13])[CH3:12].